The task is: Predict the reactants needed to synthesize the given product.. This data is from Full USPTO retrosynthesis dataset with 1.9M reactions from patents (1976-2016). (1) Given the product [Cl:20][C:13]1[CH:14]=[CH:15][C:16]([O:18][CH3:19])=[CH:17][C:12]=1[C:3]1[CH:4]=[CH:5][CH:6]=[CH:7][C:2]=1[F:1], predict the reactants needed to synthesize it. The reactants are: [F:1][C:2]1[CH:7]=[CH:6][CH:5]=[CH:4][C:3]=1B(O)O.Br[C:12]1[CH:17]=[C:16]([O:18][CH3:19])[CH:15]=[CH:14][C:13]=1[Cl:20].C(=O)([O-])[O-].[Cs+].[Cs+].O. (2) Given the product [CH2:3]([C:5]1[CH:6]=[CH:7][C:8]([C:11]2[N:12]([CH2:22][C:23]([O:25][CH2:26][CH3:27])=[O:24])[C:13](=[O:20])[C:14]([CH:17]([CH3:19])[CH3:18])([CH3:16])[N:15]=2)=[N:9][CH:10]=1)[CH3:4], predict the reactants needed to synthesize it. The reactants are: [H-].[Na+].[CH2:3]([C:5]1[CH:6]=[CH:7][C:8]([C:11]2[NH:12][C:13](=[O:20])[C:14]([CH:17]([CH3:19])[CH3:18])([CH3:16])[N:15]=2)=[N:9][CH:10]=1)[CH3:4].Br[CH2:22][C:23]([O:25][CH2:26][CH3:27])=[O:24]. (3) Given the product [CH3:1][C:2]1[C@@H:19]([O:20][C:21]([C@H:23]([OH:40])[C@@H:24]([NH:31][C:32]([C:34]2[CH:35]=[CH:36][CH:37]=[CH:38][CH:39]=2)=[O:33])[C:25]2[CH:26]=[CH:27][CH:28]=[CH:29][CH:30]=2)=[O:22])[CH2:18][C@:14]2([OH:41])[C:15]([CH3:16])([CH3:17])[C:3]=1[C@@H:4]([O:59][C:60]([CH3:61])=[O:62])[C:5]([C@@:7]1([CH3:58])[C@H:12]([C@@H:13]2[O:42][C:43]([C:45]2[CH:46]=[CH:47][CH:48]=[CH:49][CH:50]=2)=[O:44])[C@:11]2([O:53][C:54]([CH3:56])=[O:55])[CH2:51][O:52][C@@H:10]2[CH2:9][C@@H:8]1[OH:57])=[O:6], predict the reactants needed to synthesize it. The reactants are: [CH3:1][C:2]1[C@@H:19]([O:20][C:21]([C@H:23]([OH:40])[C@@H:24]([NH:31][C:32]([C:34]2[CH:39]=[CH:38][CH:37]=[CH:36][CH:35]=2)=[O:33])[C:25]2[CH:30]=[CH:29][CH:28]=[CH:27][CH:26]=2)=[O:22])[CH2:18][C@:14]2([OH:41])[C:15]([CH3:17])([CH3:16])[C:3]=1[C@@H:4]([OH:59])[C:5]([C@@:7]1([CH3:58])[CH:12]([C@@H:13]2[O:42][C:43]([C:45]2[CH:50]=[CH:49][CH:48]=[CH:47][CH:46]=2)=[O:44])[C@:11]2([O:53][C:54]([CH3:56])=[O:55])[CH2:51][O:52][C@@H:10]2[CH2:9][C@@H:8]1[OH:57])=[O:6].[C:60](OCC)(=[O:62])[CH3:61]. (4) The reactants are: [Br:1][C:2]1[CH:8]=[CH:7][C:5]([NH2:6])=[C:4]([O:9][C:10]([F:13])([F:12])[F:11])[CH:3]=1.C(=O)([O-])[O-].[K+].[K+].Br[CH2:21][C:22]1[CH:27]=[CH:26][CH:25]=[CH:24][CH:23]=1. Given the product [CH2:21]([N:6]([CH2:21][C:22]1[CH:27]=[CH:26][CH:25]=[CH:24][CH:23]=1)[C:5]1[CH:7]=[CH:8][C:2]([Br:1])=[CH:3][C:4]=1[O:9][C:10]([F:11])([F:12])[F:13])[C:22]1[CH:27]=[CH:26][CH:25]=[CH:24][CH:23]=1, predict the reactants needed to synthesize it. (5) Given the product [N:12]1[CH:13]=[CH:14][CH:15]=[C:10]([C:7]2[CH:8]=[CH:9][C:4]([C:3]([OH:16])=[O:2])=[CH:5][CH:6]=2)[CH:11]=1, predict the reactants needed to synthesize it. The reactants are: C[O:2][C:3](=[O:16])[C:4]1[CH:9]=[CH:8][C:7]([C:10]2[CH:11]=[N:12][CH:13]=[CH:14][CH:15]=2)=[CH:6][CH:5]=1.[OH-].[Na+]. (6) Given the product [F:1][C:2]([F:28])([F:29])[C@H:3]1[CH2:8][CH2:7][C@H:6]([NH:9][C:10](=[O:27])[C:11]2[CH:16]=[C:15]([NH2:17])[C:14]([NH:20][CH3:21])=[CH:13][C:12]=2[N:22]([CH3:26])[CH2:23][C:24]#[CH:25])[CH2:5][CH2:4]1, predict the reactants needed to synthesize it. The reactants are: [F:1][C:2]([F:29])([F:28])[C@H:3]1[CH2:8][CH2:7][C@H:6]([NH:9][C:10](=[O:27])[C:11]2[CH:16]=[C:15]([N+:17]([O-])=O)[C:14]([NH:20][CH3:21])=[CH:13][C:12]=2[N:22]([CH3:26])[CH2:23][C:24]#[CH:25])[CH2:5][CH2:4]1.[O-]S(S([O-])=O)=O.[Na+].[Na+].O.CCO. (7) The reactants are: Cl[CH2:2][CH2:3][CH2:4][O:5][C:6]1[CH:11]=[CH:10][CH:9]=[CH:8][CH:7]=1.[I-].[K+].C(=O)([O-])[O-].[K+].[K+].[CH2:20]([NH:24][CH2:25][CH2:26][CH2:27][CH3:28])[CH2:21][CH2:22][CH3:23]. Given the product [O:5]([CH2:4][CH2:3][CH2:2][N:24]([CH2:25][CH2:26][CH2:27][CH3:28])[CH2:20][CH2:21][CH2:22][CH3:23])[C:6]1[CH:11]=[CH:10][CH:9]=[CH:8][CH:7]=1, predict the reactants needed to synthesize it.